This data is from Catalyst prediction with 721,799 reactions and 888 catalyst types from USPTO. The task is: Predict which catalyst facilitates the given reaction. (1) Reactant: C([O:3][CH:4](OCC)[C:5]1[O:13][C:12]2[C:11]([N:14]3[CH2:19][CH2:18][N:17]([S:20]([NH2:23])(=[O:22])=[O:21])[CH2:16][CH2:15]3)=[CH:10][N:9]=[CH:8][C:7]=2[CH:6]=1)C.Cl.C(=O)(O)[O-].[Na+]. Product: [CH:4]([C:5]1[O:13][C:12]2[C:11]([N:14]3[CH2:15][CH2:16][N:17]([S:20]([NH2:23])(=[O:22])=[O:21])[CH2:18][CH2:19]3)=[CH:10][N:9]=[CH:8][C:7]=2[CH:6]=1)=[O:3]. The catalyst class is: 7. (2) Product: [CH3:12][C:10]1[S:11][C:4]2=[N:3][C:2]([O:21][C:17]3[CH:18]=[CH:19][CH:20]=[C:15]([C:14]([F:13])([F:22])[F:23])[CH:16]=3)=[CH:7][C:6](=[O:8])[N:5]2[CH:9]=1. Reactant: Cl[C:2]1[N:3]=[C:4]2[S:11][C:10]([CH3:12])=[CH:9][N:5]2[C:6](=[O:8])[CH:7]=1.[F:13][C:14]([F:23])([F:22])[C:15]1[CH:16]=[C:17]([OH:21])[CH:18]=[CH:19][CH:20]=1.C(=O)([O-])[O-].[K+].[K+]. The catalyst class is: 9. (3) Reactant: BrC1S[C:8]2[C:7]3S[C:8]4[C:7](CCCCCCCCCCCCCCCCC)=[C:6](Br)[S:5][C:4]=4[C:6]=3[S:5][C:4]=2C=1CCCCCCCCCCCCCCCCC.[CH3:51][Sn:52]([CH3:106])([CH3:105])[C:53]1[S:60][C:59]2[C:58]3[S:61][C:62]4[C:66]([CH2:67][CH2:68][CH2:69][CH2:70][CH2:71][CH2:72][CH2:73][CH2:74][CH2:75][CH2:76][CH2:77][CH2:78][CH2:79][CH2:80][CH2:81][CH2:82][CH3:83])=[C:65]([Sn:84]([CH3:87])([CH3:86])[CH3:85])[S:64][C:63]=4[C:57]=3[S:56][C:55]=2[C:54]=1[CH2:88][CH2:89][CH2:90][CH2:91][CH2:92][CH2:93][CH2:94][CH2:95][CH2:96][CH2:97][CH2:98][CH2:99][CH2:100][CH2:101][CH2:102][CH2:103][CH3:104].C([Li])CCC.C[Sn](Cl)(C)C. Product: [CH3:106][Sn:52]([CH3:51])([CH3:105])[C:53]1[S:60][C:59]2[C:58]3[S:61][C:62]4[C:66]([CH2:67][CH2:68][CH2:69][CH2:70][CH2:71][CH2:72][CH2:73][CH2:74][CH2:75][CH2:76][CH2:77][CH2:78][CH2:79][CH2:80][CH2:81][CH2:82][CH3:83])=[C:65]([Sn:84]([CH3:85])([CH3:86])[CH3:87])[S:64][C:63]=4[C:57]=3[S:56][C:55]=2[C:54]=1[CH2:88][CH2:89][CH2:90][CH2:91][CH2:92][CH2:93][CH2:94][CH2:95][CH2:96][CH2:97][CH2:98][CH2:99][CH2:100][CH2:101][CH2:102][CH2:103][CH3:104].[S:5]1[CH:6]=[CH:7][CH:8]=[CH:4]1. The catalyst class is: 81. (4) Reactant: [N+:1]([C:4]1[CH:9]=[C:8]([OH:10])[CH:7]=[CH:6][C:5]=1[C:11]1[CH:16]=[CH:15][CH:14]=[CH:13][CH:12]=1)([O-:3])=[O:2].Br[CH2:18][CH2:19][CH2:20][CH2:21][CH2:22][CH2:23][O:24][Si:25]([C:28]([CH3:31])([CH3:30])[CH3:29])([CH3:27])[CH3:26].C(=O)([O-])[O-].[K+].[K+]. Product: [C:28]([Si:25]([CH3:26])([CH3:27])[O:24][CH2:23][CH2:22][CH2:21][CH2:20][CH2:19][CH2:18][O:10][C:8]1[CH:7]=[CH:6][C:5]([C:11]2[CH:16]=[CH:15][CH:14]=[CH:13][CH:12]=2)=[C:4]([N+:1]([O-:3])=[O:2])[CH:9]=1)([CH3:31])([CH3:30])[CH3:29]. The catalyst class is: 13. (5) Reactant: [CH3:1][Si:2]([CH3:18])([CH3:17])[CH2:3][CH2:4][O:5][CH2:6][O:7][CH2:8][C:9]1[N:10]=[C:11]([CH:14]=[N:15][OH:16])[S:12][CH:13]=1.[CH3:19][C:20]([OH:24])([C:22]#[CH:23])[CH3:21].Cl[O-].[Na+]. Product: [CH3:1][Si:2]([CH3:18])([CH3:17])[CH2:3][CH2:4][O:5][CH2:6][O:7][CH2:8][C:9]1[N:10]=[C:11]([C:14]2[CH:23]=[C:22]([C:20]([OH:24])([CH3:21])[CH3:19])[O:16][N:15]=2)[S:12][CH:13]=1. The catalyst class is: 2. (6) Reactant: [F:1][C:2]([F:12])([F:11])[C:3](=O)[CH2:4][C:5](OCC)=[O:6].Cl.[CH:14]([NH2:16])=[NH:15].C[O-].[Na+]. Product: [OH:6][C:5]1[CH:4]=[C:3]([C:2]([F:12])([F:11])[F:1])[N:16]=[CH:14][N:15]=1. The catalyst class is: 8. (7) Reactant: FC(F)(F)C([NH:5][CH:6]1[CH:15]2[CH:10]([CH2:11][CH2:12][CH2:13][CH2:14]2)[CH2:9][N:8]([C:16]([O:18][C:19]([CH3:22])([CH3:21])[CH3:20])=[O:17])[CH2:7]1)=O.C(=O)([O-])[O-].[K+].[K+]. Product: [NH2:5][CH:6]1[CH:15]2[CH:10]([CH2:11][CH2:12][CH2:13][CH2:14]2)[CH2:9][N:8]([C:16]([O:18][C:19]([CH3:22])([CH3:21])[CH3:20])=[O:17])[CH2:7]1. The catalyst class is: 5.